From a dataset of Catalyst prediction with 721,799 reactions and 888 catalyst types from USPTO. Predict which catalyst facilitates the given reaction. (1) Reactant: O[C:2]1([C:6]2[NH:7][C:8]([C:12]3[CH:13]=[C:14]([CH:29]=[CH:30][C:31]=3[CH3:32])[C:15]([N:17]3[CH2:20][CH:19]([C:21]4[CH:28]=[CH:27][C:24]([C:25]#[N:26])=[CH:23][CH:22]=4)[CH2:18]3)=[O:16])=[C:9]([CH3:11])[N:10]=2)[CH2:5][O:4][CH2:3]1.CCN(S(F)(F)[F:39])CC. Product: [F:39][C:2]1([C:6]2[NH:7][C:8]([C:12]3[CH:13]=[C:14]([CH:29]=[CH:30][C:31]=3[CH3:32])[C:15]([N:17]3[CH2:20][CH:19]([C:21]4[CH:28]=[CH:27][C:24]([C:25]#[N:26])=[CH:23][CH:22]=4)[CH2:18]3)=[O:16])=[C:9]([CH3:11])[N:10]=2)[CH2:5][O:4][CH2:3]1. The catalyst class is: 4. (2) Reactant: [C:1]([C:3]1[C:4]([N:15]2[CH2:18][C:17]([CH3:22])([C:19]([OH:21])=O)[CH2:16]2)=[N:5][C:6]([CH3:14])=[C:7]([C:9]([O:11][CH2:12][CH3:13])=[O:10])[CH:8]=1)#[N:2].CCN=C=NCCCN(C)C.C1C=CC2N(O)N=NC=2C=1.[Cl:44][C:45]1[S:49][C:48]([S:50]([NH2:53])(=[O:52])=[O:51])=[CH:47][CH:46]=1.CCN(C(C)C)C(C)C. Product: [Cl:44][C:45]1[S:49][C:48]([S:50]([NH:53][C:19]([C:17]2([CH3:22])[CH2:16][N:15]([C:4]3[C:3]([C:1]#[N:2])=[CH:8][C:7]([C:9]([O:11][CH2:12][CH3:13])=[O:10])=[C:6]([CH3:14])[N:5]=3)[CH2:18]2)=[O:21])(=[O:52])=[O:51])=[CH:47][CH:46]=1. The catalyst class is: 2.